The task is: Predict the reaction yield, written as a fraction of the theoretical maximum amount of product (1.0 means a 100% yield; for example, 0.34 means a 34% yield).. This data is from Reaction yield outcomes from USPTO patents with 853,638 reactions. (1) The product is [Br-:25].[F:20][C:21]1[CH:22]=[C:23]([CH:26]=[CH:27][CH:28]=1)[CH2:24][P+:7]([C:1]1[CH:2]=[CH:3][CH:4]=[CH:5][CH:6]=1)([C:8]1[CH:13]=[CH:12][CH:11]=[CH:10][CH:9]=1)[C:14]1[CH:15]=[CH:16][CH:17]=[CH:18][CH:19]=1. The reactants are [C:1]1([P:7]([C:14]2[CH:19]=[CH:18][CH:17]=[CH:16][CH:15]=2)[C:8]2[CH:13]=[CH:12][CH:11]=[CH:10][CH:9]=2)[CH:6]=[CH:5][CH:4]=[CH:3][CH:2]=1.[F:20][C:21]1[CH:22]=[C:23]([CH:26]=[CH:27][CH:28]=1)[CH2:24][Br:25]. The catalyst is CCOCC. The yield is 0.850. (2) The reactants are [Cl:1][C:2]1[CH:7]=[C:6]([O:8][C:9]2[C:18]3[C:13](=[CH:14][C:15]([OH:21])=[C:16]([O:19][CH3:20])[CH:17]=3)[N:12]=[CH:11][CH:10]=2)[CH:5]=[CH:4][C:3]=1[NH:22][C:23]([NH:25][C:26]1[CH:31]=[CH:30][C:29]([F:32])=[CH:28][C:27]=1[F:33])=[O:24].C(=O)([O-])[O-].[K+].[K+].Cl.Cl[CH2:42][C:43]1[CH:48]=[CH:47][N:46]=[CH:45][CH:44]=1. The catalyst is CN(C)C=O. The product is [Cl:1][C:2]1[CH:7]=[C:6]([O:8][C:9]2[C:18]3[C:13](=[CH:14][C:15]([O:21][CH2:42][C:43]4[CH:48]=[CH:47][N:46]=[CH:45][CH:44]=4)=[C:16]([O:19][CH3:20])[CH:17]=3)[N:12]=[CH:11][CH:10]=2)[CH:5]=[CH:4][C:3]=1[NH:22][C:23]([NH:25][C:26]1[CH:31]=[CH:30][C:29]([F:32])=[CH:28][C:27]=1[F:33])=[O:24]. The yield is 0.550. (3) The reactants are [OH:1][C@H:2]1[C:10]2[C:5](=[CH:6][CH:7]=[CH:8][CH:9]=2)[CH2:4][C@:3]1([CH2:20][C:21]1[CH:29]=[CH:28][C:24]([C:25](O)=[O:26])=[CH:23][CH:22]=1)[C:11]1[CH2:12][C:13]2[C:18]([CH:19]=1)=[CH:17][CH:16]=[CH:15][CH:14]=2.CC(OC(OC(OC(C)(C)C)=O)=O)(C)C.[N:45]1C=CC=CC=1.C(=O)(O)[O-].[NH4+]. The catalyst is CS(C)=O.O. The product is [OH:1][C@H:2]1[C:10]2[C:5](=[CH:6][CH:7]=[CH:8][CH:9]=2)[CH2:4][C@:3]1([CH2:20][C:21]1[CH:29]=[CH:28][C:24]([C:25]([NH2:45])=[O:26])=[CH:23][CH:22]=1)[C:11]1[CH2:12][C:13]2[C:18]([CH:19]=1)=[CH:17][CH:16]=[CH:15][CH:14]=2. The yield is 0.590. (4) The reactants are [C:1]([NH:4][C:5]1[S:6][CH:7]=[C:8]([CH:10]=[CH:11][C:12]2[S:16][C:15]([C:17]([OH:19])=[O:18])=[CH:14][CH:13]=2)[N:9]=1)(=[O:3])[CH3:2]. The catalyst is O1CCCC1.CO.[C].[Pd]. The product is [C:1]([NH:4][C:5]1[S:6][CH:7]=[C:8]([CH2:10][CH2:11][C:12]2[S:16][C:15]([C:17]([OH:19])=[O:18])=[CH:14][CH:13]=2)[N:9]=1)(=[O:3])[CH3:2]. The yield is 0.814. (5) The reactants are Cl[CH2:2][C:3]1[CH:8]=[CH:7][CH:6]=[CH:5][C:4]=1[F:9].[Cl:10][C:11]1[CH:16]=[C:15]([NH:17][C:18]2[C:27]3[C:22](=[CH:23][CH:24]=[CH:25][C:26]=3[O:28][CH2:29][C@@H:30]3[CH2:34][CH2:33][CH2:32][N:31]3[C:35](=[O:38])[CH2:36][OH:37])[N:21]=[CH:20][N:19]=2)[CH:14]=[CH:13][C:12]=1[OH:39]. No catalyst specified. The product is [Cl:10][C:11]1[CH:16]=[C:15]([NH:17][C:18]2[C:27]3[C:22](=[CH:23][CH:24]=[CH:25][C:26]=3[O:28][CH2:29][C@@H:30]3[CH2:34][CH2:33][CH2:32][N:31]3[C:35](=[O:38])[CH2:36][OH:37])[N:21]=[CH:20][N:19]=2)[CH:14]=[CH:13][C:12]=1[O:39][CH2:2][C:3]1[CH:8]=[CH:7][CH:6]=[CH:5][C:4]=1[F:9]. The yield is 0.610.